This data is from Reaction yield outcomes from USPTO patents with 853,638 reactions. The task is: Predict the reaction yield, written as a fraction of the theoretical maximum amount of product (1.0 means a 100% yield; for example, 0.34 means a 34% yield). (1) The reactants are [NH2:1][C:2]1[N:7]=[CH:6][N:5]=[C:4]2[N:8]([CH:20]([CH3:22])[CH3:21])[N:9]=[C:10]([C:11]3[CH:18]=[CH:17][C:14]([C:15]#[N:16])=[C:13](F)[CH:12]=3)[C:3]=12.O.[NH2:24][NH2:25]. The catalyst is CCCCO. The product is [NH2:16][C:15]1[C:14]2[C:13](=[CH:12][C:11]([C:10]3[C:3]4[C:4](=[N:5][CH:6]=[N:7][C:2]=4[NH2:1])[N:8]([CH:20]([CH3:22])[CH3:21])[N:9]=3)=[CH:18][CH:17]=2)[NH:25][N:24]=1. The yield is 0.700. (2) The reactants are [Br:1][C:2]1[CH:3]=[C:4]([O:22][C:23]2[CH:28]=[CH:27][CH:26]=[CH:25][CH:24]=2)[C:5]([NH:8][C:9]2[S:10][CH:11]=[C:12]([CH2:14][C:15]([O:20][CH3:21])([CH3:19])[C:16](O)=[O:17])[N:13]=2)=[N:6][CH:7]=1.CN1CCOCC1.C1C=CC2N(O)N=NC=2C=1.CCN=C=NCCCN(C)C.[C:57]([NH:60][NH2:61])(=[O:59])[CH3:58]. The catalyst is C(Cl)Cl.CN(C=O)C. The product is [C:57]([NH:60][NH:61][C:16](=[O:17])[C:15]([O:20][CH3:21])([CH3:19])[CH2:14][C:12]1[N:13]=[C:9]([NH:8][C:5]2[C:4]([O:22][C:23]3[CH:28]=[CH:27][CH:26]=[CH:25][CH:24]=3)=[CH:3][C:2]([Br:1])=[CH:7][N:6]=2)[S:10][CH:11]=1)(=[O:59])[CH3:58]. The yield is 1.00. (3) The reactants are [CH:1](/[C:9]1[N:10]=[C:11]2[CH:17]=[CH:16][N:15]([S:18]([C:21]3[CH:27]=[CH:26][C:24]([CH3:25])=[CH:23][CH:22]=3)(=[O:20])=[O:19])[C:12]2=[N:13][CH:14]=1)=C\C1C=CC=CC=1.I([O-])(=O)(=O)=[O:29].[Na+].[O-]S([O-])(=S)=O.[Na+].[Na+].CCOC(C)=O. The catalyst is O1CCOCC1.O.[Os](=O)(=O)(=O)=O. The product is [S:18]([N:15]1[C:12]2=[N:13][CH:14]=[C:9]([CH:1]=[O:29])[N:10]=[C:11]2[CH:17]=[CH:16]1)([C:21]1[CH:27]=[CH:26][C:24]([CH3:25])=[CH:23][CH:22]=1)(=[O:20])=[O:19]. The yield is 0.800. (4) The reactants are [C:1](Cl)([C:18]1[CH:23]=[CH:22][CH:21]=[CH:20][CH:19]=1)([C:10]1[CH:17]=[CH:16][C:13]([O:14][CH3:15])=[CH:12][CH:11]=1)[C:2]1[CH:9]=[CH:8][C:5]([O:6][CH3:7])=[CH:4][CH:3]=1.[C:25]([NH:28][C:29]1[CH:34]=[CH:33][N:32]([CH2:35][C@@H:36]([C@H:39]([OH:41])[CH3:40])[CH2:37][OH:38])[C:31](=[O:42])[N:30]=1)(=[O:27])[CH3:26]. The catalyst is N1C=CC=CC=1. The product is [CH3:7][O:6][C:5]1[CH:8]=[CH:9][C:2]([C:1]([C:10]2[CH:17]=[CH:16][C:13]([O:14][CH3:15])=[CH:12][CH:11]=2)([C:18]2[CH:23]=[CH:22][CH:21]=[CH:20][CH:19]=2)[O:38][CH2:37][C@@H:36]([CH2:35][N:32]2[CH:33]=[CH:34][C:29]([NH:28][C:25](=[O:27])[CH3:26])=[N:30][C:31]2=[O:42])[C@H:39]([OH:41])[CH3:40])=[CH:3][CH:4]=1. The yield is 0.910. (5) The reactants are [F:1][C:2]([F:13])([F:12])[C:3]1[C:7]([C:8](O)=[O:9])=[CH:6][N:5]([CH3:11])[N:4]=1.C(Cl)(=O)C([Cl:17])=O. The catalyst is ClCCl.CN(C)C=O. The product is [CH3:11][N:5]1[CH:6]=[C:7]([C:8]([Cl:17])=[O:9])[C:3]([C:2]([F:13])([F:12])[F:1])=[N:4]1. The yield is 0.990.